From a dataset of Full USPTO retrosynthesis dataset with 1.9M reactions from patents (1976-2016). Predict the reactants needed to synthesize the given product. (1) The reactants are: C(NC1C=CC(S([N:14]=[N+:15]=[N-])(=O)=O)=CC=1)(=O)C.[O:17]=[C:18]([CH3:27])[CH2:19][C:20]([O:22][C:23]([CH3:26])([CH3:25])[CH3:24])=[O:21]. Given the product [N+:14](=[C:19]([C:18](=[O:17])[CH3:27])[C:20]([O:22][C:23]([CH3:26])([CH3:25])[CH3:24])=[O:21])=[N-:15], predict the reactants needed to synthesize it. (2) Given the product [Cl:26][C:22]1[CH:23]=[CH:24][CH:25]=[C:2]([Cl:1])[C:3]=1[CH2:4][N:5]1[C:13]2[C:8](=[CH:9][CH:10]=[C:11]([CH:14]([C:16]3[N:20]([C:27]([C:28]4[CH:33]=[CH:32][CH:31]=[CH:30][CH:29]=4)([C:40]4[CH:41]=[CH:42][CH:43]=[CH:44][CH:45]=4)[C:34]4[CH:35]=[CH:36][CH:37]=[CH:38][CH:39]=4)[N:19]=[N:18][N:17]=3)[OH:15])[CH:12]=2)[C:7]([CH3:21])=[N:6]1, predict the reactants needed to synthesize it. The reactants are: [Cl:1][C:2]1[CH:25]=[CH:24][CH:23]=[C:22]([Cl:26])[C:3]=1[CH2:4][N:5]1[C:13]2[C:8](=[CH:9][CH:10]=[C:11]([CH:14]([C:16]3[NH:20][N:19]=[N:18][N:17]=3)[OH:15])[CH:12]=2)[C:7]([CH3:21])=[N:6]1.[C:27](Cl)([C:40]1[CH:45]=[CH:44][CH:43]=[CH:42][CH:41]=1)([C:34]1[CH:39]=[CH:38][CH:37]=[CH:36][CH:35]=1)[C:28]1[CH:33]=[CH:32][CH:31]=[CH:30][CH:29]=1.C(N(CC)CC)C.Cl. (3) Given the product [NH2:1][C:4]1[CH:5]=[C:6]([NH:10][C:11]([C:13]2[CH:22]=[CH:21][C:20]3[C:15](=[CH:16][CH:17]=[CH:18][CH:19]=3)[CH:14]=2)=[O:12])[CH:7]=[CH:8][CH:9]=1, predict the reactants needed to synthesize it. The reactants are: [N+:1]([C:4]1[CH:5]=[C:6]([NH:10][C:11]([C:13]2[CH:22]=[CH:21][C:20]3[C:15](=[CH:16][CH:17]=[CH:18][CH:19]=3)[CH:14]=2)=[O:12])[CH:7]=[CH:8][CH:9]=1)([O-])=O.Cl.C(=O)(O)[O-].[Na+].